From a dataset of Peptide-MHC class II binding affinity with 134,281 pairs from IEDB. Regression. Given a peptide amino acid sequence and an MHC pseudo amino acid sequence, predict their binding affinity value. This is MHC class II binding data. (1) The binding affinity (normalized) is 0.0417. The MHC is DRB1_1201 with pseudo-sequence DRB1_1201. The peptide sequence is LDAKSTWYGKPTGAG. (2) The peptide sequence is RCLVKEIPPRLLYAK. The MHC is DRB1_0101 with pseudo-sequence DRB1_0101. The binding affinity (normalized) is 0.834. (3) The peptide sequence is SFLVQAGNVQLRVIG. The MHC is DRB1_1501 with pseudo-sequence DRB1_1501. The binding affinity (normalized) is 0.658. (4) The peptide sequence is LGASPYKLGPSPKAR. The MHC is HLA-DQA10102-DQB10602 with pseudo-sequence HLA-DQA10102-DQB10602. The binding affinity (normalized) is 0. (5) The peptide sequence is NSFTAPNESYKKQVT. The MHC is HLA-DPA10103-DPB10401 with pseudo-sequence HLA-DPA10103-DPB10401. The binding affinity (normalized) is 0.175. (6) The peptide sequence is MGHFSWWTAFVTNVN. The MHC is DRB1_0101 with pseudo-sequence DRB1_0101. The binding affinity (normalized) is 0.721. (7) The peptide sequence is FRQHINYVLARPKLR. The MHC is HLA-DPA10103-DPB10401 with pseudo-sequence HLA-DPA10103-DPB10401. The binding affinity (normalized) is 0.405.